Dataset: Full USPTO retrosynthesis dataset with 1.9M reactions from patents (1976-2016). Task: Predict the reactants needed to synthesize the given product. (1) Given the product [CH:10]1([S:16][C:2]2[CH:9]=[CH:8][C:5]([CH:6]=[O:7])=[CH:4][CH:3]=2)[CH2:15][CH2:14][CH2:13][CH2:12][CH2:11]1, predict the reactants needed to synthesize it. The reactants are: F[C:2]1[CH:9]=[CH:8][C:5]([CH:6]=[O:7])=[CH:4][CH:3]=1.[CH:10]1([S:16](C2C=CC=CC=2CC2C3C(=CC=C(F)C=3)N(CC(O)=O)C=2C)(=O)=O)[CH2:15][CH2:14][CH2:13][CH2:12][CH2:11]1. (2) Given the product [Cl:28][CH2:27][CH2:26][N:4]([CH2:3][CH2:2][Cl:1])[C:5]1[CH:6]=[CH:7][C:8]([NH:11][C:12](=[O:25])[NH:13][C:14]2[CH:15]=[C:16]([NH:20][C:21](=[O:24])[CH2:22][N:30]([CH3:31])[CH3:29])[CH:17]=[CH:18][CH:19]=2)=[CH:9][CH:10]=1, predict the reactants needed to synthesize it. The reactants are: [Cl:1][CH2:2][CH2:3][N:4]([CH2:26][CH2:27][Cl:28])[C:5]1[CH:10]=[CH:9][C:8]([NH:11][C:12](=[O:25])[NH:13][C:14]2[CH:15]=[C:16]([NH:20][C:21](=[O:24])[CH2:22]Cl)[CH:17]=[CH:18][CH:19]=2)=[CH:7][CH:6]=1.[CH3:29][NH:30][CH3:31]. (3) Given the product [F:32][C:31]([F:34])([F:33])[S:28]([O:9][C:10]1[CH2:15][CH2:14][CH:13]([C:16]([O:18][CH2:19][CH3:20])=[O:17])[CH2:12][CH:11]=1)(=[O:30])=[O:29], predict the reactants needed to synthesize it. The reactants are: C(NC(C)C)(C)C.[Li].[O:9]=[C:10]1[CH2:15][CH2:14][CH:13]([C:16]([O:18][CH2:19][CH3:20])=[O:17])[CH2:12][CH2:11]1.C1C=CC(N([S:28]([C:31]([F:34])([F:33])[F:32])(=[O:30])=[O:29])[S:28]([C:31]([F:34])([F:33])[F:32])(=[O:30])=[O:29])=CC=1. (4) Given the product [F:8][C:5]1[CH:4]=[C:3]([CH:9]2[CH2:13][CH2:12][CH2:11][N:10]2[C:14]2[CH:19]=[CH:18][N:17]3[N:20]=[CH:21][C:22]([C:23]([NH:34][NH:33][C:27](=[O:32])[C:28]([CH3:31])([CH3:30])[CH3:29])=[O:24])=[C:16]3[N:15]=2)[CH:2]=[N:37][CH:6]=1, predict the reactants needed to synthesize it. The reactants are: F[C:2]1C=[CH:6][C:5]([F:8])=[CH:4][C:3]=1[CH:9]1[CH2:13][CH2:12][CH2:11][N:10]1[C:14]1[CH:19]=[CH:18][N:17]2[N:20]=[CH:21][C:22]([C:23](O)=[O:24])=[C:16]2[N:15]=1.Cl.[C:27]([NH:33][NH2:34])(=[O:32])[C:28]([CH3:31])([CH3:30])[CH3:29].CC[N:37](C(C)C)C(C)C.CN(C(ON1N=NC2C=CC=NC1=2)=[N+](C)C)C.F[P-](F)(F)(F)(F)F. (5) The reactants are: [OH-].[Na+].Cl.[CH3:4][C:5]1[CH:10]=[CH:9][CH:8]=[CH:7][C:6]=1[CH:11]([CH2:16][C:17]([OH:19])=[O:18])[CH2:12][C:13]([OH:15])=O. Given the product [CH3:4][C:5]1[CH:10]=[CH:9][CH:8]=[CH:7][C:6]=1[CH:11]1[CH2:12][C:13](=[O:15])[O:19][C:17](=[O:18])[CH2:16]1, predict the reactants needed to synthesize it.